The task is: Predict the reactants needed to synthesize the given product.. This data is from Full USPTO retrosynthesis dataset with 1.9M reactions from patents (1976-2016). (1) Given the product [CH:1]([NH:4][CH:5]([CH3:7])[CH3:6])([CH3:3])[CH3:2].[Li:35].[C:14]([C:15]1[CH:16]=[C:17]([CH:1]([CH3:3])[CH3:2])[CH:18]=[C:36]([CH:28]([CH3:30])[CH3:29])[C:40]=1[O:39][CH2:38][CH2:37][CH2:9][CH2:10][CH2:11][CH3:12])#[CH:13], predict the reactants needed to synthesize it. The reactants are: [CH:1]([NH:4][CH:5]([CH3:7])[CH3:6])([CH3:3])[CH3:2].[Li][CH2:9][CH2:10][CH2:11][CH3:12].[CH3:13][CH2:14][CH2:15][CH2:16][CH2:17][CH3:18].P(Cl)(OCC)(OCC)=O.[CH:28](NC(C)C)([CH3:30])[CH3:29].[Li:35].[CH2:36]1[CH2:40][O:39][CH2:38][CH2:37]1. (2) Given the product [O:31]=[C:26]1[NH:27][C:28](=[O:30])[C:29](=[CH:1][C:3]2[CH:8]=[CH:7][C:6]([C:9]3[CH:10]=[C:11]([CH2:14][N:15]([CH3:24])[C:16](=[O:23])[C:17]4[CH:18]=[CH:19][CH:20]=[CH:21][CH:22]=4)[S:12][CH:13]=3)=[CH:5][CH:4]=2)[S:25]1, predict the reactants needed to synthesize it. The reactants are: [CH:1]([C:3]1[CH:8]=[CH:7][C:6]([C:9]2[CH:10]=[C:11]([CH2:14][N:15]([CH3:24])[C:16](=[O:23])[C:17]3[CH:22]=[CH:21][CH:20]=[CH:19][CH:18]=3)[S:12][CH:13]=2)=[CH:5][CH:4]=1)=O.[S:25]1[CH2:29][C:28](=[O:30])[NH:27][C:26]1=[O:31].C([O-])(=O)C.[NH2+]1CCCCC1. (3) Given the product [CH2:37]([O:36][C:29]1[CH:30]=[C:31]([C:33]([N:16]2[CH2:15][CH2:14][C:13]3([CH2:12][C:11](=[O:23])[C:10]4[C:20](=[CH:21][CH:22]=[C:8]([C:6]5[CH:5]=[N:4][N:3]([CH3:2])[CH:7]=5)[CH:9]=4)[O:19]3)[CH2:18][CH2:17]2)=[O:34])[CH:32]=[C:27]([O:26][CH2:24][CH3:25])[C:28]=1[C:39]1[CH:40]=[CH:41][C:42]([C:45]([O:47][CH3:48])=[O:46])=[CH:43][CH:44]=1)[CH3:38], predict the reactants needed to synthesize it. The reactants are: Cl.[CH3:2][N:3]1[CH:7]=[C:6]([C:8]2[CH:9]=[C:10]3[C:20](=[CH:21][CH:22]=2)[O:19][C:13]2([CH2:18][CH2:17][NH:16][CH2:15][CH2:14]2)[CH2:12][C:11]3=[O:23])[CH:5]=[N:4]1.[CH2:24]([O:26][C:27]1[CH:32]=[C:31]([C:33](O)=[O:34])[CH:30]=[C:29]([O:36][CH2:37][CH3:38])[C:28]=1[C:39]1[CH:44]=[CH:43][C:42]([C:45]([O:47][CH3:48])=[O:46])=[CH:41][CH:40]=1)[CH3:25]. (4) Given the product [NH2:9][C:10]1[C:11]([C:16]([NH:1][C:2]2[CH:3]=[N:4][CH:5]=[CH:6][C:7]=2[OH:8])=[O:17])=[N:12][CH:13]=[CH:14][N:15]=1, predict the reactants needed to synthesize it. The reactants are: [NH2:1][C:2]1[CH:3]=[N:4][CH:5]=[CH:6][C:7]=1[OH:8].[NH2:9][C:10]1[C:11]([C:16](O)=[O:17])=[N:12][CH:13]=[CH:14][N:15]=1.C(N(CC)CC)C.F[B-](F)(F)F.N1(OC(N(C)C)=[N+](C)C)C2C=CC=CC=2N=N1. (5) Given the product [CH3:14][C:11]([C:3]1[CH:4]=[CH:5][C:6]([N+:8]([O-:10])=[O:9])=[CH:7][C:2]=1[C:19]1[CH:20]=[N:21][CH:22]=[CH:23][CH:24]=1)([CH3:15])[C:12]#[N:13], predict the reactants needed to synthesize it. The reactants are: Br[C:2]1[CH:7]=[C:6]([N+:8]([O-:10])=[O:9])[CH:5]=[CH:4][C:3]=1[C:11]([CH3:15])([CH3:14])[C:12]#[N:13].C(B(CC)[C:19]1[CH:20]=[N:21][CH:22]=[CH:23][CH:24]=1)C.C([O-])([O-])=O.[K+].[K+]. (6) Given the product [OH:23][CH2:24][CH2:25][C:21]1[C:22]([OH:26])=[N:12][C:11]([N:8]2[CH2:9][CH2:10][O:5][CH2:6][CH2:7]2)=[N:13][C:19]=1[C:18]1[CH:27]=[CH:28][CH:29]=[C:16]([O:15][CH3:14])[CH:17]=1, predict the reactants needed to synthesize it. The reactants are: Br(O)(=O)=O.[O:5]1[CH2:10][CH2:9][N:8]([C:11]([NH2:13])=[NH:12])[CH2:7][CH2:6]1.[CH3:14][O:15][C:16]1[CH:17]=[C:18]([CH:27]=[CH:28][CH:29]=1)[C:19]([CH:21]1[CH2:25][CH2:24][O:23][C:22]1=[O:26])=O.CC(C)([O-])C.[Na+]. (7) Given the product [CH:13]1([C:9]2[C:10]([CH3:12])=[CH:11][C:6]([C:5]([OH:18])=[O:4])=[CH:7][N:8]=2)[CH2:14][CH2:15][CH2:16][CH2:17]1, predict the reactants needed to synthesize it. The reactants are: C([O:4][C:5](=[O:18])[C:6]1[CH:11]=[C:10]([CH3:12])[C:9]([CH:13]2[CH2:17][CH2:16][CH2:15][CH2:14]2)=[N:8][CH:7]=1)(C)C. (8) Given the product [I:1][C:2]1[CH:7]=[CH:6][C:5]([C:8]2[NH:12][N:11]([CH3:16])[NH:10][N:9]=2)=[CH:4][CH:3]=1, predict the reactants needed to synthesize it. The reactants are: [I:1][C:2]1[CH:7]=[CH:6][C:5]([C:8]2[NH:12][N:11]=[N:10][N:9]=2)=[CH:4][CH:3]=1.[Br-].[NH4+].I[CH3:16].